The task is: Predict the reaction yield, written as a fraction of the theoretical maximum amount of product (1.0 means a 100% yield; for example, 0.34 means a 34% yield).. This data is from Reaction yield outcomes from USPTO patents with 853,638 reactions. The reactants are Br[C:2]1[CH:10]=[CH:9][CH:8]=[C:7]2[C:3]=1[CH:4]=[CH:5][NH:6]2.[B:11]1([B:11]2[O:15][C:14]([CH3:17])([CH3:16])[C:13]([CH3:19])([CH3:18])[O:12]2)[O:15][C:14]([CH3:17])([CH3:16])[C:13]([CH3:19])([CH3:18])[O:12]1.C([O-])(=O)C.[K+]. The catalyst is [Pd].CS(C)=O. The product is [CH3:18][C:13]1([CH3:19])[C:14]([CH3:17])([CH3:16])[O:15][B:11]([C:2]2[CH:10]=[CH:9][CH:8]=[C:7]3[C:3]=2[CH:4]=[CH:5][NH:6]3)[O:12]1. The yield is 0.660.